Dataset: Acute oral toxicity (LD50) regression data from Zhu et al.. Task: Regression/Classification. Given a drug SMILES string, predict its toxicity properties. Task type varies by dataset: regression for continuous values (e.g., LD50, hERG inhibition percentage) or binary classification for toxic/non-toxic outcomes (e.g., AMES mutagenicity, cardiotoxicity, hepatotoxicity). Dataset: ld50_zhu. (1) The molecule is ClC1=C(Cl)C2(Cl)C3C(Cl)OC(Cl)C3C1(Cl)C2(Cl)Cl. The rat oral LD50 is 4.93, given as -log10 of the dose in mol/kg body weight (higher means more acutely toxic). (2) The drug is COc1cc(C=CC(N)=O)ccc1O. The rat oral LD50 is 1.59, given as -log10 of the dose in mol/kg body weight (higher means more acutely toxic). (3) The molecule is CCC(CC)C(=O)OCC(Br)(Br)Br. The rat oral LD50 is 1.98, given as -log10 of the dose in mol/kg body weight (higher means more acutely toxic). (4) The molecule is CC1=CC(=O)OC1=O. The rat oral LD50 is 1.64, given as -log10 of the dose in mol/kg body weight (higher means more acutely toxic). (5) The molecule is CC(C)(C)C(O)C(=Cc1ccc(Cl)cc1Cl)n1cncn1. The rat oral LD50 is 2.84, given as -log10 of the dose in mol/kg body weight (higher means more acutely toxic). (6) The drug is NC(=O)Cc1nc2cc(Cl)ccc2o1. The rat oral LD50 is 2.45, given as -log10 of the dose in mol/kg body weight (higher means more acutely toxic). (7) The molecule is CC(C)Cc1ccc(C(C)C(=O)OCc2ccccn2)cc1. The rat oral LD50 is 2.31, given as -log10 of the dose in mol/kg body weight (higher means more acutely toxic). (8) The molecule is CCOP(=O)(OCC)SCc1ccccc1. The rat oral LD50 is 2.60, given as -log10 of the dose in mol/kg body weight (higher means more acutely toxic). (9) The drug is CCC(O)OCCCOC. The rat oral LD50 is 1.46, given as -log10 of the dose in mol/kg body weight (higher means more acutely toxic).